Dataset: Full USPTO retrosynthesis dataset with 1.9M reactions from patents (1976-2016). Task: Predict the reactants needed to synthesize the given product. (1) Given the product [C:31]([C:23]1[C:24]([NH:26][CH2:27][CH2:28][O:29][CH3:30])=[CH:25][C:20]([NH:19][C:17]([N:8]2[C:9]3[C:4](=[CH:3][C:2]([C:35]4[CH:34]=[N:33][CH:38]=[CH:37][CH:36]=4)=[C:11]([CH:12]([O:15][CH3:16])[O:13][CH3:14])[N:10]=3)[CH2:5][CH2:6][CH2:7]2)=[O:18])=[N:21][CH:22]=1)#[N:32], predict the reactants needed to synthesize it. The reactants are: Br[C:2]1[CH:3]=[C:4]2[C:9](=[N:10][C:11]=1[CH:12]([O:15][CH3:16])[O:13][CH3:14])[N:8]([C:17]([NH:19][C:20]1[CH:25]=[C:24]([NH:26][CH2:27][CH2:28][O:29][CH3:30])[C:23]([C:31]#[N:32])=[CH:22][N:21]=1)=[O:18])[CH2:7][CH2:6][CH2:5]2.[N:33]1[CH:38]=[CH:37][CH:36]=[C:35](B(O)O)[CH:34]=1.C([O-])([O-])=O.[Na+].[Na+]. (2) Given the product [N+:2]([O-:5])([O-:4])=[O:3].[Ga+3:6].[N+:7]([O-:10])([O-:9])=[O:8].[N+:11]([O-:14])([O-:13])=[O:12], predict the reactants needed to synthesize it. The reactants are: O.[N+:2]([O-:5])([O-:4])=[O:3].[Ga+3:6].[N+:7]([O-:10])([O-:9])=[O:8].[N+:11]([O-:14])([O-:13])=[O:12]. (3) Given the product [Br:1][C:2]1[CH:3]=[C:4]2[C:14](=[CH:15][CH:16]=1)[O:13][C:7]1([CH2:12][CH2:11][CH2:10][O:9][CH2:8]1)[CH2:6][C:5]2([NH:20][C:21](=[O:22])[O:23][C:24]([CH3:26])([CH3:25])[CH3:27])[CH2:17][OH:18], predict the reactants needed to synthesize it. The reactants are: [Br:1][C:2]1[CH:3]=[C:4]2[C:14](=[CH:15][CH:16]=1)[O:13][C:7]1([CH2:12][CH2:11][CH2:10][O:9][CH2:8]1)[CH2:6][C:5]2([NH:20][C:21]([O:23][C:24]([CH3:27])([CH3:26])[CH3:25])=[O:22])[C:17]([O-])=[O:18].[H-].[H-].[H-].[H-].[Li+].[Al+3]. (4) Given the product [CH3:22][N:8]([CH3:7])[CH2:9][CH2:10][CH:11]1[CH2:19][C:18]2[C:13](=[CH:14][CH:15]=[CH:16][CH:17]=2)[CH:12]1[OH:20], predict the reactants needed to synthesize it. The reactants are: [H-].[H-].[H-].[H-].[Li+].[Al+3].[CH3:7][N:8]([CH3:22])[C:9](=O)[CH2:10][CH:11]1[CH2:19][C:18]2[C:13](=[CH:14][CH:15]=[CH:16][CH:17]=2)[C:12]1=[O:20]. (5) Given the product [Cl:1][C:2]1[CH:10]=[C:9]2[C:5]([C:6]([I:11])=[CH:7][N:8]2[S:12]([C:15]2[CH:21]=[CH:20][C:18]([CH3:19])=[CH:17][CH:16]=2)(=[O:14])=[O:13])=[CH:4][CH:3]=1, predict the reactants needed to synthesize it. The reactants are: [Cl:1][C:2]1[CH:10]=[C:9]2[C:5]([C:6]([I:11])=[CH:7][NH:8]2)=[CH:4][CH:3]=1.[S:12](Cl)([C:15]1[CH:21]=[CH:20][C:18]([CH3:19])=[CH:17][CH:16]=1)(=[O:14])=[O:13].[OH-].[Na+]. (6) Given the product [CH3:11][N:7]1[CH:8]=[CH:9][N:10]=[C:2]1/[CH:5]=[CH:16]/[C:13]1[CH:14]=[CH:15][N:10]2[CH:9]=[CH:8][N:7]=[C:11]2[CH:12]=1, predict the reactants needed to synthesize it. The reactants are: C[C:2]([CH3:5])([O-])C.[K+].[N:7]1[CH:8]=[CH:9][N:10]2[CH:15]=[CH:14][C:13]([CH:16]=O)=[CH:12][C:11]=12.O.